From a dataset of Catalyst prediction with 721,799 reactions and 888 catalyst types from USPTO. Predict which catalyst facilitates the given reaction. Reactant: [CH2:1]([C:3]1[S:29][C:6]2[N:7]([CH2:13][C:14]3[CH:19]=[CH:18][C:17]([C:20]4[C:21]([C:26]#[N:27])=[CH:22][CH:23]=[CH:24][CH:25]=4)=[C:16]([F:28])[CH:15]=3)[C:8](=[O:12])[NH:9][C:10](=[O:11])[C:5]=2[CH:4]=1)[CH3:2].Br[CH2:31][C:32]([C:34]1[CH:39]=[CH:38][C:37]([O:40][CH3:41])=[CH:36][CH:35]=1)=[O:33].CN(C)C=O.[H-].[Na+]. Product: [CH2:1]([C:3]1[S:29][C:6]2[N:7]([CH2:13][C:14]3[CH:19]=[CH:18][C:17]([C:20]4[C:21]([C:26]#[N:27])=[CH:22][CH:23]=[CH:24][CH:25]=4)=[C:16]([F:28])[CH:15]=3)[C:8](=[O:12])[N:9]([CH2:31][C:32]([C:34]3[CH:39]=[CH:38][C:37]([O:40][CH3:41])=[CH:36][CH:35]=3)=[O:33])[C:10](=[O:11])[C:5]=2[CH:4]=1)[CH3:2]. The catalyst class is: 13.